This data is from NCI-60 drug combinations with 297,098 pairs across 59 cell lines. The task is: Regression. Given two drug SMILES strings and cell line genomic features, predict the synergy score measuring deviation from expected non-interaction effect. (1) Drug 1: CC12CCC3C(C1CCC2=O)CC(=C)C4=CC(=O)C=CC34C. Drug 2: C1=CC=C(C=C1)NC(=O)CCCCCCC(=O)NO. Cell line: OVCAR-4. Synergy scores: CSS=33.0, Synergy_ZIP=-1.57, Synergy_Bliss=-0.0286, Synergy_Loewe=-12.5, Synergy_HSA=-0.134. (2) Drug 1: CCCS(=O)(=O)NC1=C(C(=C(C=C1)F)C(=O)C2=CNC3=C2C=C(C=N3)C4=CC=C(C=C4)Cl)F. Drug 2: CC1=CC2C(CCC3(C2CCC3(C(=O)C)OC(=O)C)C)C4(C1=CC(=O)CC4)C. Cell line: EKVX. Synergy scores: CSS=1.85, Synergy_ZIP=-0.464, Synergy_Bliss=-0.658, Synergy_Loewe=-3.16, Synergy_HSA=-2.58. (3) Drug 2: C1=NC(=NC(=O)N1C2C(C(C(O2)CO)O)O)N. Cell line: RPMI-8226. Drug 1: CN(C)N=NC1=C(NC=N1)C(=O)N. Synergy scores: CSS=34.1, Synergy_ZIP=6.00, Synergy_Bliss=10.9, Synergy_Loewe=-10.5, Synergy_HSA=8.69. (4) Drug 1: C1=NNC2=C1C(=O)NC=N2. Drug 2: CC1CCCC2(C(O2)CC(NC(=O)CC(C(C(=O)C(C1O)C)(C)C)O)C(=CC3=CSC(=N3)C)C)C. Cell line: OVCAR-5. Synergy scores: CSS=42.1, Synergy_ZIP=3.11, Synergy_Bliss=0.270, Synergy_Loewe=-31.3, Synergy_HSA=-0.833. (5) Drug 1: C1CCC(C1)C(CC#N)N2C=C(C=N2)C3=C4C=CNC4=NC=N3. Drug 2: C1C(C(OC1N2C=NC3=C2NC=NCC3O)CO)O. Cell line: U251. Synergy scores: CSS=4.45, Synergy_ZIP=-0.887, Synergy_Bliss=-0.150, Synergy_Loewe=0.154, Synergy_HSA=0.524.